This data is from Forward reaction prediction with 1.9M reactions from USPTO patents (1976-2016). The task is: Predict the product of the given reaction. (1) The product is: [OH:5][C:6]1[CH:7]=[C:8]([CH:11]=[C:12]([N+:15]([O-:17])=[O:16])[C:13]=1[OH:14])[C:9]([OH:19])=[O:10]. Given the reactants Cl([O-])=O.[Na+].[OH:5][C:6]1[CH:7]=[C:8]([CH:11]=[C:12]([N+:15]([O-:17])=[O:16])[C:13]=1[OH:14])[CH:9]=[O:10].P([O-])(O)(O)=[O:19].[Na+].C([O-])(O)=O.[Na+], predict the reaction product. (2) Given the reactants Cl.[CH2:2]([O:4][C:5]([C@@H:7]1[C@@H:11]([C:12](=[O:28])[NH:13][C:14]2[CH:19]=[CH:18][C:17]([N:20]3[CH:25]=[CH:24][CH:23]=[CH:22][C:21]3=[O:26])=[CH:16][C:15]=2[F:27])[CH2:10][NH:9][CH2:8]1)=[O:6])[CH3:3].C(N(CC)C(C)C)(C)C.[CH3:38][S:39](Cl)(=[O:41])=[O:40], predict the reaction product. The product is: [CH2:2]([O:4][C:5]([C@@H:7]1[C@@H:11]([C:12](=[O:28])[NH:13][C:14]2[CH:19]=[CH:18][C:17]([N:20]3[CH:25]=[CH:24][CH:23]=[CH:22][C:21]3=[O:26])=[CH:16][C:15]=2[F:27])[CH2:10][N:9]([S:39]([CH3:38])(=[O:41])=[O:40])[CH2:8]1)=[O:6])[CH3:3].